This data is from Catalyst prediction with 721,799 reactions and 888 catalyst types from USPTO. The task is: Predict which catalyst facilitates the given reaction. (1) Product: [Cl:10][C:4]1[C:5]([Cl:9])=[C:6]([Cl:8])[N:7]=[C:2]([NH:14][C:13]2[C:15]([CH3:20])=[CH:16][C:17]([CH3:19])=[CH:18][C:12]=2[CH3:11])[N:3]=1.[Cl:1][C:2]1[N:3]=[C:4]([NH:14][C:13]2[C:15]([CH3:20])=[CH:16][C:17]([CH3:19])=[CH:18][C:12]=2[CH3:11])[C:5]([Cl:9])=[C:6]([Cl:8])[N:7]=1. The catalyst class is: 12. Reactant: [Cl:1][C:2]1[N:7]=[C:6]([Cl:8])[C:5]([Cl:9])=[C:4]([Cl:10])[N:3]=1.[CH3:11][C:12]1[CH:18]=[C:17]([CH3:19])[CH:16]=[C:15]([CH3:20])[C:13]=1[NH2:14].CC(N(C(C)C)CC)C. (2) Reactant: [CH3:1][O:2][C:3]1[N:8]=[C:7]([C:9]([OH:11])=O)[CH:6]=[C:5]([NH:12][CH2:13][CH2:14][C:15]2[CH:20]=[CH:19][C:18]([O:21][CH3:22])=[CH:17][CH:16]=2)[N:4]=1.C(N(CC)C(C)C)(C)C.CN(C(ON1N=NC2C=CC=CC1=2)=[N+](C)C)C.[B-](F)(F)(F)F.[C:54]([NH:57][NH2:58])(=[O:56])[CH3:55]. Product: [C:54]([NH:57][NH:58][C:9]([C:7]1[CH:6]=[C:5]([NH:12][CH2:13][CH2:14][C:15]2[CH:20]=[CH:19][C:18]([O:21][CH3:22])=[CH:17][CH:16]=2)[N:4]=[C:3]([O:2][CH3:1])[N:8]=1)=[O:11])(=[O:56])[CH3:55]. The catalyst class is: 35. (3) Reactant: [F:1][C:2]([F:18])([F:17])[C:3]([NH:5][CH:6]([CH3:16])[CH2:7][C:8]1[CH:13]=[CH:12][CH:11]=[C:10]([O:14][CH3:15])[CH:9]=1)=[O:4].C([O-])([O-])=O.[Ca+2].[I:24]Cl. Product: [F:1][C:2]([F:17])([F:18])[C:3]([NH:5][CH:6]([CH3:16])[CH2:7][C:8]1[CH:9]=[C:10]([O:14][CH3:15])[CH:11]=[CH:12][C:13]=1[I:24])=[O:4]. The catalyst class is: 5. (4) Reactant: [S:1]1[C:5]2[CH:6]=[CH:7][CH:8]=[CH:9][C:4]=2[N:3]=[C:2]1[N:10]1[C:14](=[O:15])[CH:13]=[C:12]([C:16]2[S:17][CH:18]=[CH:19][CH:20]=2)[NH:11]1.CO[CH:23](OC)[N:24]([CH3:26])[CH3:25].C(OCC)C. Product: [S:1]1[C:5]2[CH:6]=[CH:7][CH:8]=[CH:9][C:4]=2[N:3]=[C:2]1[N:10]1[C:14](=[O:15])[C:13](=[CH:23][N:24]([CH3:26])[CH3:25])[C:12]([C:16]2[S:17][CH:18]=[CH:19][CH:20]=2)=[N:11]1. The catalyst class is: 1. (5) Reactant: [NH:1]([CH:3]1[CH2:8][N:7]([C:9]([O:11][CH2:12][C:13]2[CH:18]=[CH:17][CH:16]=[CH:15][CH:14]=2)=[O:10])[CH:6]([CH3:19])[CH2:5][CH2:4]1)[NH2:2].[F:20][C:21]1[CH:41]=[C:40]([F:42])[CH:39]=[CH:38][C:22]=1[O:23][C:24]1[CH:29]=[CH:28][C:27]([C:30](OC)=[C:31]([C:34]#[N:35])[C:32]#[N:33])=[CH:26][CH:25]=1.C(N(CC)CC)C. Product: [NH2:35][C:34]1[N:1]([C@H:3]2[CH2:8][N:7]([C:9]([O:11][CH2:12][C:13]3[CH:18]=[CH:17][CH:16]=[CH:15][CH:14]=3)=[O:10])[C@@H:6]([CH3:19])[CH2:5][CH2:4]2)[N:2]=[C:30]([C:27]2[CH:26]=[CH:25][C:24]([O:23][C:22]3[CH:38]=[CH:39][C:40]([F:42])=[CH:41][C:21]=3[F:20])=[CH:29][CH:28]=2)[C:31]=1[C:32]#[N:33]. The catalyst class is: 8. (6) Reactant: [Br:1][C:2]1[CH:7]=[CH:6][C:5]([O:8][CH2:9][CH2:10][O:11][CH3:12])=[CH:4][C:3]=1[CH3:13].[Br:14]N1C(=O)CCC1=O.C(OOC(=O)C1C=CC=CC=1)(=O)C1C=CC=CC=1. Product: [Br:1][C:2]1[CH:7]=[CH:6][C:5]([O:8][CH2:9][CH2:10][O:11][CH3:12])=[CH:4][C:3]=1[CH2:13][Br:14]. The catalyst class is: 53. (7) Reactant: C([Li])CCC.Br[C:7]1[CH:8]=[C:9]2[C:14](=[C:15]([CH3:17])[CH:16]=1)[N:13]=[C:12]([O:18][CH3:19])[C:11]([C:20]1[CH:25]=[CH:24][C:23]([O:26][C:27]([F:30])([F:29])[F:28])=[CH:22][CH:21]=1)=[C:10]2[Cl:31].[CH3:32][N:33]1[C:37]([C:38]([C:40]2[CH:41]=[N:42][C:43]([C:46]([F:49])([F:48])[F:47])=[CH:44][CH:45]=2)=[O:39])=[CH:36][N:35]=[CH:34]1.[NH4+].[Cl-].C1[CH2:56][O:55]CC1. Product: [Cl:31][C:10]1[C:9]2[C:14](=[C:15]([CH3:17])[CH:16]=[C:7]([C:38]([C:37]3[N:33]([CH3:32])[CH:34]=[N:35][CH:36]=3)([C:40]3[CH:41]=[N:42][C:43]([C:46]([F:48])([F:47])[F:49])=[CH:44][CH:45]=3)[OH:39])[CH:8]=2)[N:13]=[C:12]([O:18][CH3:19])[C:11]=1[C:20]1[CH:25]=[CH:24][C:23]([O:26][C:27]([F:30])([F:29])[F:28])=[CH:22][CH:21]=1.[C:56]([OH:55])([C:27]([F:28])([F:29])[F:30])=[O:39]. The catalyst class is: 6.